Task: Binary Classification. Given a drug SMILES string, predict its activity (active/inactive) in a high-throughput screening assay against a specified biological target.. Dataset: HIV replication inhibition screening data with 41,000+ compounds from the AIDS Antiviral Screen (1) The drug is CC(C)CCCC(C)C1CCC2C3CCC4CC(OP(=O)(O)OCCC=C(c5cc(Cl)c(O)c(C(=O)O)c5)c5cc(Cl)c(O)c(C(=O)O)c5)CCC4(C)C3CCC12C.N. The result is 0 (inactive). (2) The compound is COc1ccc(C(=O)N2CCN(c3ccc4c(c3)OCC(=O)N4)CC2)cc1. The result is 0 (inactive). (3) The compound is COc1ccc(-c2c3c(nc4nc(S)nc(S)c24)CCCC3)cc1OC. The result is 0 (inactive). (4) The compound is O=S(=O)(O)Nc1cnc(O)nc1O. The result is 0 (inactive).